This data is from Catalyst prediction with 721,799 reactions and 888 catalyst types from USPTO. The task is: Predict which catalyst facilitates the given reaction. (1) Reactant: C1(OC2C=CC=CC=2)C=CC=CC=1.[CH3:14][O:15][C:16]1[CH:40]=[CH:39][C:19]([CH2:20][N:21]2[C:25]([NH:26][CH:27]=[C:28]([C:34]([O:36][CH2:37][CH3:38])=[O:35])[C:29](OCC)=[O:30])=[CH:24][CH:23]=[N:22]2)=[CH:18][CH:17]=1. Product: [OH:30][C:29]1[C:28]([C:34]([O:36][CH2:37][CH3:38])=[O:35])=[CH:27][N:26]=[C:25]2[N:21]([CH2:20][C:19]3[CH:39]=[CH:40][C:16]([O:15][CH3:14])=[CH:17][CH:18]=3)[N:22]=[CH:23][C:24]=12. The catalyst class is: 8. (2) Reactant: [Br:1][C:2]1[CH:10]=[C:9]2[C:5]([CH2:6][CH2:7][NH:8]2)=[CH:4][CH:3]=1.[F:11][C:12]([F:23])([F:22])[C:13](O[C:13](=[O:14])[C:12]([F:23])([F:22])[F:11])=[O:14].C(N(CC)CC)C. Product: [Br:1][C:2]1[CH:10]=[C:9]2[C:5]([CH2:6][CH2:7][N:8]2[C:13](=[O:14])[C:12]([F:23])([F:22])[F:11])=[CH:4][CH:3]=1. The catalyst class is: 2. (3) Reactant: B(OC)(OC)OC.C1(C(C2C=CC=CC=2)([C@H]2CCCN2)O)C=CC=CC=1.[CH3:27][S:28]([C:31]1[CH:32]=[C:33]([C:37](=[O:39])[CH3:38])[CH:34]=[CH:35][CH:36]=1)(=[O:30])=[O:29]. Product: [CH3:27][S:28]([C:31]1[CH:32]=[C:33]([C@H:37]([OH:39])[CH3:38])[CH:34]=[CH:35][CH:36]=1)(=[O:29])=[O:30]. The catalyst class is: 1. (4) Reactant: [Br:1]N1C(=O)CCC1=O.[CH3:9][O:10][C:11]1[CH:26]=[CH:25][C:14]([CH2:15][N:16]2[CH2:22][CH2:21][CH2:20][C:19](=[O:23])[CH2:18][C:17]2=[O:24])=[CH:13][CH:12]=1.OS([O-])(=O)=O.[Na+].O. Product: [Br:1][CH:18]1[C:19](=[O:23])[CH2:20][CH2:21][CH2:22][N:16]([CH2:15][C:14]2[CH:13]=[CH:12][C:11]([O:10][CH3:9])=[CH:26][CH:25]=2)[C:17]1=[O:24]. The catalyst class is: 1.